This data is from Reaction yield outcomes from USPTO patents with 853,638 reactions. The task is: Predict the reaction yield, written as a fraction of the theoretical maximum amount of product (1.0 means a 100% yield; for example, 0.34 means a 34% yield). (1) The reactants are [CH:1]([O:4][C:5]([N:7]1[CH:12]([CH2:13][CH3:14])[CH2:11][CH:10]([N:15]([C:28]2[N:33]=[CH:32][C:31](Br)=[CH:30][N:29]=2)[CH2:16][C:17]2[CH:22]=[C:21]([C:23]([F:26])([F:25])[F:24])[CH:20]=[C:19]([Cl:27])[CH:18]=2)[CH2:9][CH:8]1[CH2:35][CH3:36])=[O:6])([CH3:3])[CH3:2].[O:37]1[CH:41]=[CH:40][C:39](B2OC(C)(C)C(C)(C)O2)=[CH:38]1.C(=O)([O-])O.[Na+]. The yield is 0.590. The catalyst is COCCOC.O.C1C=CC([P]([Pd]([P](C2C=CC=CC=2)(C2C=CC=CC=2)C2C=CC=CC=2)([P](C2C=CC=CC=2)(C2C=CC=CC=2)C2C=CC=CC=2)[P](C2C=CC=CC=2)(C2C=CC=CC=2)C2C=CC=CC=2)(C2C=CC=CC=2)C2C=CC=CC=2)=CC=1. The product is [CH:1]([O:4][C:5]([N:7]1[CH:12]([CH2:13][CH3:14])[CH2:11][CH:10]([N:15]([CH2:16][C:17]2[CH:22]=[C:21]([C:23]([F:26])([F:25])[F:24])[CH:20]=[C:19]([Cl:27])[CH:18]=2)[C:28]2[N:33]=[CH:32][C:31]([C:39]3[CH:40]=[CH:41][O:37][CH:38]=3)=[CH:30][N:29]=2)[CH2:9][CH:8]1[CH2:35][CH3:36])=[O:6])([CH3:3])[CH3:2]. (2) The reactants are [Cl:1][C:2]1[CH:3]=[C:4]([CH:10]([C:29]([F:32])([F:31])[F:30])/[CH:11]=[CH:12]/[C:13]2[CH:14]=[C:15]3[C:19](=[CH:20][CH:21]=2)[N:18](C(OC(C)(C)C)=O)[CH:17]=[CH:16]3)[CH:5]=[C:6]([Cl:9])[C:7]=1[F:8].C(O)(C(F)(F)F)=O. The catalyst is C(Cl)Cl. The product is [Cl:9][C:6]1[CH:5]=[C:4]([CH:10]([C:29]([F:30])([F:32])[F:31])/[CH:11]=[CH:12]/[C:13]2[CH:14]=[C:15]3[C:19](=[CH:20][CH:21]=2)[NH:18][CH:17]=[CH:16]3)[CH:3]=[C:2]([Cl:1])[C:7]=1[F:8]. The yield is 0.970.